Dataset: Reaction yield outcomes from USPTO patents with 853,638 reactions. Task: Predict the reaction yield, written as a fraction of the theoretical maximum amount of product (1.0 means a 100% yield; for example, 0.34 means a 34% yield). (1) The reactants are [OH:1][C:2]1[CH:11]=[C:10]2[C:5]([CH2:6][CH2:7][CH:8]([C:12]([O:14][CH2:15][CH3:16])=[O:13])[O:9]2)=[CH:4][CH:3]=1.[Cl:17]N1C(=O)CCC1=O. The catalyst is C1COCC1. The product is [Cl:17][C:3]1[CH:4]=[C:5]2[C:10](=[CH:11][C:2]=1[OH:1])[O:9][CH:8]([C:12]([O:14][CH2:15][CH3:16])=[O:13])[CH2:7][CH2:6]2. The yield is 0.520. (2) The product is [CH2:13]([O:16][C:7](=[O:8])[CH2:6][C:5]1[CH:9]=[CH:10][C:2]([OH:1])=[C:3]([O:11][CH3:12])[CH:4]=1)[CH2:14][CH3:15]. The yield is 1.00. The catalyst is S(=O)(=O)(O)O. The reactants are [OH:1][C:2]1[CH:10]=[CH:9][C:5]([CH2:6][CH2:7][OH:8])=[CH:4][C:3]=1[O:11][CH3:12].[CH2:13]([OH:16])[CH2:14][CH3:15]. (3) The reactants are [F:1][C:2]1[C:7]([C:8]([C:10]2[CH:11]=[C:12]3[C:17](=[CH:18][CH:19]=2)[N:16]=[CH:15][C:14]([N:20]2[CH2:25][CH2:24][O:23][CH2:22][CH2:21]2)=[N:13]3)=[O:9])=[C:6]([F:26])[C:5]([F:27])=[CH:4][C:3]=1[NH:28]C(=O)C(C)(C)C.Cl.[OH-].[Na+]. The catalyst is CC(O)=O. The product is [NH2:28][C:3]1[C:2]([F:1])=[C:7]([C:8]([C:10]2[CH:11]=[C:12]3[C:17](=[CH:18][CH:19]=2)[N:16]=[CH:15][C:14]([N:20]2[CH2:25][CH2:24][O:23][CH2:22][CH2:21]2)=[N:13]3)=[O:9])[C:6]([F:26])=[C:5]([F:27])[CH:4]=1. The yield is 0.880. (4) The reactants are [C:1]([C:5]1[CH:10]=[CH:9][C:8]([CH:11]=[CH2:12])=[CH:7][C:6]=1[F:13])([CH3:4])([CH3:3])[CH3:2].CN1C=CN=C1.[CH2:20]([O:22][C:23](=[O:27])[CH:24]=[N+]=[N-])[CH3:21]. The catalyst is C1(C)C=CC=CC=1. The product is [C:1]([C:5]1[CH:10]=[CH:9][C:8]([CH:11]2[CH2:12][CH:24]2[C:23]([O:22][CH2:20][CH3:21])=[O:27])=[CH:7][C:6]=1[F:13])([CH3:4])([CH3:3])[CH3:2]. The yield is 0.770. (5) The reactants are Cl[C:2]1[O:3][C:4]([N:9]2[CH2:14][CH2:13][O:12][CH2:11][CH2:10]2)=[CH:5][C:6](=[O:8])[CH:7]=1.[C:15]1(B(O)O)[C:28]2[S:27][C:26]3[C:21](=[CH:22][CH:23]=[CH:24][CH:25]=3)[S:20][C:19]=2[CH:18]=[CH:17][CH:16]=1.C(=O)([O-])[O-].[K+].[K+].N#N. The catalyst is O1CCOCC1.C1C=CC([P]([Pd]([P](C2C=CC=CC=2)(C2C=CC=CC=2)C2C=CC=CC=2)([P](C2C=CC=CC=2)(C2C=CC=CC=2)C2C=CC=CC=2)[P](C2C=CC=CC=2)(C2C=CC=CC=2)C2C=CC=CC=2)(C2C=CC=CC=2)C2C=CC=CC=2)=CC=1. The product is [C:25]1([C:2]2[O:3][C:4]([N:9]3[CH2:14][CH2:13][O:12][CH2:11][CH2:10]3)=[CH:5][C:6](=[O:8])[CH:7]=2)[C:26]2[S:27][C:28]3[C:19](=[CH:18][CH:17]=[CH:16][CH:15]=3)[S:20][C:21]=2[CH:22]=[CH:23][CH:24]=1. The yield is 0.0400. (6) The reactants are [CH3:1][C:2]1[CH:8]=[CH:7][C:6]([CH3:9])=[CH:5][C:3]=1[NH2:4].Cl.[OH-:11].[Na+].[CH3:13]S(C)=O. The catalyst is [Cu](Cl)Cl. The product is [NH2:4][C:3]1[C:2]([CH3:1])=[CH:8][C:7]([CH:13]=[O:11])=[C:6]([CH3:9])[CH:5]=1. The yield is 0.228.